From a dataset of Forward reaction prediction with 1.9M reactions from USPTO patents (1976-2016). Predict the product of the given reaction. (1) Given the reactants Cl[C:2]1[C:11]2[C:6](=[CH:7][CH:8]=[C:9](I)[CH:10]=2)[N:5]=[CH:4][N:3]=1.[N:13]1[C:21]2[C:16](=[N:17][CH:18]=[CH:19][CH:20]=2)[S:15][C:14]=1[NH2:22].[SH:23][C:24]1[N:25]([CH3:29])[CH:26]=[CH:27][N:28]=1, predict the reaction product. The product is: [CH3:29][N:25]1[CH:26]=[CH:27][N:28]=[C:24]1[S:23][C:9]1[CH:10]=[C:11]2[C:6](=[CH:7][CH:8]=1)[N:5]=[CH:4][N:3]=[C:2]2[NH:22][C:14]1[S:15][C:16]2[C:21]([N:13]=1)=[CH:20][CH:19]=[CH:18][N:17]=2. (2) Given the reactants [Cl:1][C:2]1[CH:3]=[CH:4][C:5]([O:11][CH3:12])=[C:6](B(O)O)[CH:7]=1.I[C:14]1[N:19]=[C:18]([NH2:20])[N:17]=[C:16]([NH:21][CH3:22])[CH:15]=1, predict the reaction product. The product is: [Cl:1][C:2]1[CH:3]=[CH:4][C:5]([O:11][CH3:12])=[C:6]([C:14]2[N:19]=[C:18]([NH2:20])[N:17]=[C:16]([NH:21][CH3:22])[CH:15]=2)[CH:7]=1. (3) Given the reactants [NH2:1][CH2:2][CH2:3][CH2:4][N:5]1[CH2:10][CH2:9][CH:8]([C:11]2[CH:12]=[C:13]([NH:17][C:18](=[O:22])[CH:19]([CH3:21])[CH3:20])[CH:14]=[CH:15][CH:16]=2)[CH2:7][CH2:6]1.[Cl:23][C:24]1[CH:29]=[CH:28][CH:27]=[C:26]([Cl:30])[C:25]=1[C:31]1[C:35]([C:36](Cl)=[O:37])=[C:34]([CH3:39])[O:33][N:32]=1, predict the reaction product. The product is: [Cl:23][C:24]1[CH:29]=[CH:28][CH:27]=[C:26]([Cl:30])[C:25]=1[C:31]1[C:35]([C:36]([NH:1][CH2:2][CH2:3][CH2:4][N:5]2[CH2:10][CH2:9][CH:8]([C:11]3[CH:16]=[CH:15][CH:14]=[C:13]([NH:17][C:18](=[O:22])[CH:19]([CH3:20])[CH3:21])[CH:12]=3)[CH2:7][CH2:6]2)=[O:37])=[C:34]([CH3:39])[O:33][N:32]=1. (4) Given the reactants CC1(C)C(C)(C)OB([C:9]2[CH:14]=[CH:13][C:12]([N:15]3[CH2:19][CH2:18][O:17][C:16]3=[O:20])=[CH:11][CH:10]=2)O1.[NH2:22][C:23]1[CH2:29][C:28]([C:30]([O:32][CH2:33][CH3:34])=[O:31])=[CH:27][C:26]2[CH:35]=[C:36](Br)[CH:37]=[CH:38][C:25]=2[N:24]=1.C(=O)([O-])[O-].[Cs+].[Cs+].B(O)O.O1CCNC1=O, predict the reaction product. The product is: [NH2:22][C:23]1[CH2:29][C:28]([C:30]([O:32][CH2:33][CH3:34])=[O:31])=[CH:27][C:26]2[CH:35]=[C:36]([C:9]3[CH:10]=[CH:11][C:12]([N:15]4[CH2:19][CH2:18][O:17][C:16]4=[O:20])=[CH:13][CH:14]=3)[CH:37]=[CH:38][C:25]=2[N:24]=1.